Task: Predict the reactants needed to synthesize the given product.. Dataset: Full USPTO retrosynthesis dataset with 1.9M reactions from patents (1976-2016) (1) Given the product [O:29]1[C:28]2[CH:30]=[CH:31][CH:32]=[CH:33][C:27]=2[O:26][CH2:25][C@@H:24]1[C:21]1[CH:22]=[CH:23][C:18]([CH2:17][N:14]2[CH2:15][CH2:16][CH:11]([CH2:10][C:7]3[CH:6]=[CH:5][C:4]([C:3]([OH:34])=[O:2])=[CH:9][CH:8]=3)[CH2:12][CH2:13]2)=[CH:19][CH:20]=1, predict the reactants needed to synthesize it. The reactants are: C[O:2][C:3](=[O:34])[C:4]1[CH:9]=[CH:8][C:7]([CH2:10][CH:11]2[CH2:16][CH2:15][N:14]([CH2:17][C:18]3[CH:23]=[CH:22][C:21]([C@@H:24]4[O:29][C:28]5[CH:30]=[CH:31][CH:32]=[CH:33][C:27]=5[O:26][CH2:25]4)=[CH:20][CH:19]=3)[CH2:13][CH2:12]2)=[CH:6][CH:5]=1.O[Li].O.CO.O. (2) Given the product [Si:14]([O:21][C@@H:22]([CH2:27][O:28][CH:29]([CH3:31])[CH3:30])[C:23]([NH:13][C:10]1[CH:9]=[CH:8][C:7]([S:6][CH3:5])=[CH:12][N:11]=1)=[O:24])([C:17]([CH3:20])([CH3:19])[CH3:18])([CH3:16])[CH3:15], predict the reactants needed to synthesize it. The reactants are: C[Al](C)C.[CH3:5][S:6][C:7]1[CH:8]=[CH:9][C:10]([NH2:13])=[N:11][CH:12]=1.[Si:14]([O:21][C@@H:22]([CH2:27][O:28][CH:29]([CH3:31])[CH3:30])[C:23](OC)=[O:24])([C:17]([CH3:20])([CH3:19])[CH3:18])([CH3:16])[CH3:15].C(O)(=O)CC(CC(O)=O)(C(O)=O)O. (3) The reactants are: [C:1]([CH2:5][C:6](OCC)=[O:7])(=O)[CH2:2][CH3:3].FC(F)(F)C(O)=O.[N:18]1[CH:23]=[CH:22][CH:21]=[CH:20][C:19]=1[C:24]1[CH:28]=[C:27]([CH:29]2[CH2:33][CH2:32][CH2:31][N:30]2[C:34](=[NH:36])[NH2:35])[O:26][N:25]=1.C[O-].[Na+]. Given the product [CH2:2]([C:1]1[N:35]=[C:34]([N:30]2[CH2:31][CH2:32][CH2:33][CH:29]2[C:27]2[O:26][N:25]=[C:24]([C:19]3[CH:20]=[CH:21][CH:22]=[CH:23][N:18]=3)[CH:28]=2)[N:36]=[C:6]([OH:7])[CH:5]=1)[CH3:3], predict the reactants needed to synthesize it. (4) The reactants are: [I-:1].C(OC([N:9]1[CH2:18][CH2:17][C:16]2[C:11](=[C:12]([C:21]3[CH:26]=[CH:25][N+:24]([CH3:27])=[CH:23][CH:22]=3)[CH:13]=[CH:14][C:15]=2[O:19][CH3:20])[CH2:10]1)=O)(C)(C)C.[ClH:28]. Given the product [ClH:28].[I-:1].[CH3:20][O:19][C:15]1[CH:14]=[CH:13][C:12]([C:21]2[CH:26]=[CH:25][N+:24]([CH3:27])=[CH:23][CH:22]=2)=[C:11]2[C:16]=1[CH2:17][CH2:18][NH:9][CH2:10]2, predict the reactants needed to synthesize it. (5) The reactants are: [C:1]1([S:7]([N:10]2[C:14]3=[N:15][CH:16]=[C:17]([NH2:33])[C:18]([NH:19][CH:20]4[CH2:25][CH2:24][N:23]([CH2:26][C:27]5[CH:32]=[CH:31][CH:30]=[CH:29][CH:28]=5)[CH2:22][CH2:21]4)=[C:13]3[CH:12]=[CH:11]2)(=[O:9])=[O:8])[CH:6]=[CH:5][CH:4]=[CH:3][CH:2]=1.[C:34](O)([C:36]([F:39])([F:38])[F:37])=[O:35]. Given the product [C:1]1([S:7]([N:10]2[C:14]3=[N:15][CH:16]=[C:17]([NH:33][C:34](=[O:35])[C:36]([F:39])([F:38])[F:37])[C:18]([NH:19][CH:20]4[CH2:25][CH2:24][N:23]([CH2:26][C:27]5[CH:32]=[CH:31][CH:30]=[CH:29][CH:28]=5)[CH2:22][CH2:21]4)=[C:13]3[CH:12]=[CH:11]2)(=[O:8])=[O:9])[CH:2]=[CH:3][CH:4]=[CH:5][CH:6]=1, predict the reactants needed to synthesize it. (6) Given the product [C:1]([O:5][C:6](=[O:20])[NH:7][C:8]1[CH:13]=[CH:12][C:11]([O:14][C:15]([F:18])([F:17])[F:16])=[C:10]([C:26]2[N:22]([CH3:21])[N:23]=[CH:24][CH:25]=2)[CH:9]=1)([CH3:4])([CH3:3])[CH3:2], predict the reactants needed to synthesize it. The reactants are: [C:1]([O:5][C:6](=[O:20])[NH:7][C:8]1[CH:13]=[CH:12][C:11]([O:14][C:15]([F:18])([F:17])[F:16])=[C:10](Br)[CH:9]=1)([CH3:4])([CH3:3])[CH3:2].[CH3:21][N:22]1[C:26](B(O)O)=[CH:25][CH:24]=[N:23]1.C(=O)([O-])[O-].[Na+].[Na+].COCCOC. (7) Given the product [CH:29]1([C:26]2[CH:27]=[N:28][C:19]([NH:17][C:14]3[CH:13]=[CH:12][C:11]4[C:16](=[C:7]([C:1]5[CH:2]=[CH:3][CH:4]=[CH:5][CH:6]=5)[CH:8]=[CH:9][CH:10]=4)[CH:15]=3)=[C:20]([CH:25]=2)[C:21]([O:23][CH3:24])=[O:22])[CH2:30][CH2:31]1, predict the reactants needed to synthesize it. The reactants are: [C:1]1([C:7]2[CH:8]=[CH:9][CH:10]=[C:11]3[C:16]=2[CH:15]=[C:14]([NH2:17])[CH:13]=[CH:12]3)[CH:6]=[CH:5][CH:4]=[CH:3][CH:2]=1.Cl[C:19]1[N:28]=[CH:27][C:26]([CH:29]2[CH2:31][CH2:30]2)=[CH:25][C:20]=1[C:21]([O:23][CH3:24])=[O:22].C(=O)([O-])[O-].[Cs+].[Cs+].